The task is: Predict which catalyst facilitates the given reaction.. This data is from Catalyst prediction with 721,799 reactions and 888 catalyst types from USPTO. (1) Reactant: [C:1]([O:5][C:6]([N:8]1[CH2:11][CH:10]([NH:12][C:13]([C:16]#[N:17])([CH3:15])[CH3:14])[CH2:9]1)=[O:7])([CH3:4])([CH3:3])[CH3:2].C([O-])([O-])=[O:19].[K+].[K+].OO. Product: [C:1]([O:5][C:6]([N:8]1[CH2:11][CH:10]([NH:12][C:13]([C:16](=[O:19])[NH2:17])([CH3:15])[CH3:14])[CH2:9]1)=[O:7])([CH3:4])([CH3:2])[CH3:3]. The catalyst class is: 16. (2) Reactant: [Cl:1][C:2]1[C:3]([NH:18][C:19](=[O:27])[CH2:20][CH:21]2[CH2:26][CH2:25][CH2:24][CH2:23][CH2:22]2)=[C:4]2[C:9](=[CH:10][CH:11]=1)[N:8]=[C:7]([N:12]1[CH2:16][CH2:15][C@H:14]([OH:17])[CH2:13]1)[CH:6]=[CH:5]2.[CH3:28][S:29](Cl)(=[O:31])=[O:30].C(N(CC)CC)C. Product: [Cl:1][C:2]1[C:3]([NH:18][C:19](=[O:27])[CH2:20][CH:21]2[CH2:22][CH2:23][CH2:24][CH2:25][CH2:26]2)=[C:4]2[C:9](=[CH:10][CH:11]=1)[N:8]=[C:7]([N:12]1[CH2:16][CH2:15][C@H:14]([O:17][S:29]([CH3:28])(=[O:31])=[O:30])[CH2:13]1)[CH:6]=[CH:5]2. The catalyst class is: 4. (3) Reactant: C(O/[CH:4]=[CH:5]\[C:6]1[CH:7]=[C:8]([C:15]2[CH:20]=[CH:19][CH:18]=[CH:17][CH:16]=2)[C:9]2[N:10]([CH:12]=[N:13][N:14]=2)[CH:11]=1)C.C1C(=O)N(Br)C(=O)C1.[CH2:29]([NH:32][C:33]([NH2:35])=[S:34])[CH2:30][CH3:31]. Product: [C:15]1([C:8]2[C:9]3[N:10]([CH:12]=[N:13][N:14]=3)[CH:11]=[C:6]([C:5]3[S:34][C:33]([NH:32][CH2:29][CH2:30][CH3:31])=[N:35][CH:4]=3)[CH:7]=2)[CH:16]=[CH:17][CH:18]=[CH:19][CH:20]=1. The catalyst class is: 38. (4) Reactant: [CH3:1][C@@:2]12[C:9]([CH3:11])([CH3:10])[CH:6]([CH2:7][CH2:8]1)[C:5](=[O:12])[CH2:4][C:3]2=[O:13].C(N(CC)CC)C.[Cl:21][C:22]1[CH:23]=[C:24]([N:29]=[C:30]=[O:31])[CH:25]=[CH:26][C:27]=1[F:28].Cl. Product: [Cl:21][C:22]1[CH:23]=[C:24]([NH:29][C:30]([CH:4]2[C:5](=[O:12])[CH:6]3[C:9]([CH3:10])([CH3:11])[C@:2]([CH3:1])([CH2:8][CH2:7]3)[C:3]2=[O:13])=[O:31])[CH:25]=[CH:26][C:27]=1[F:28]. The catalyst class is: 119. (5) Reactant: [ClH:1].N1CCCCC1CCCC(OC)=O.C([O-])([O-])=O.[K+].[K+].F[C:22](F)(F)[C:23]1[CH:28]=[CH:27][CH:26]=[CH:25][C:24]=1[S:29]([Cl:32])(=[O:31])=[O:30]. Product: [Cl:1][C:25]1[CH:26]=[CH:27][CH:28]=[C:23]([CH3:22])[C:24]=1[S:29]([Cl:32])(=[O:31])=[O:30]. The catalyst class is: 21. (6) Reactant: [C:1]1([C:22]2[CH:27]=[CH:26][CH:25]=[CH:24][CH:23]=2)[C:2]([C:7]([C:9]2[NH:10][C:11]3[C:16]([C:17]=2[CH2:18][C:19]([OH:21])=[O:20])=[CH:15][CH:14]=[CH:13][CH:12]=3)=[O:8])=[CH:3][CH:4]=[CH:5][CH:6]=1.[Br:28]Br.O. Product: [C:1]1([C:22]2[CH:27]=[CH:26][CH:25]=[CH:24][CH:23]=2)[C:2]([C:7]([C:9]2[NH:10][C:11]3[C:16]([C:17]=2[CH2:18][C:19]([OH:21])=[O:20])=[CH:15][C:14]([Br:28])=[CH:13][CH:12]=3)=[O:8])=[CH:3][CH:4]=[CH:5][CH:6]=1. The catalyst class is: 52. (7) Reactant: [NH2:1][C:2]1[C:3]([C:12]([N:14]([CH2:27][C:28]2[CH:33]=[CH:32][CH:31]=[CH:30][CH:29]=2)[C@H:15]([C:23]([O:25][CH3:26])=[O:24])[CH2:16][C:17]2[CH:22]=[CH:21][CH:20]=[CH:19][CH:18]=2)=[O:13])=[CH:4][C:5]2[C:10]([CH:11]=1)=[CH:9][CH:8]=[CH:7][CH:6]=2.C(N(CC)CC)C.[Cl:41][C:42]1[CH:47]=[CH:46][CH:45]=[C:44]([Cl:48])[C:43]=1[N:49]=[C:50]=[O:51]. Product: [Cl:41][C:42]1[CH:47]=[CH:46][CH:45]=[C:44]([Cl:48])[C:43]=1[NH:49][C:50]([NH:1][C:2]1[C:3]([C:12]([N:14]([CH2:27][C:28]2[CH:33]=[CH:32][CH:31]=[CH:30][CH:29]=2)[C@H:15]([C:23]([O:25][CH3:26])=[O:24])[CH2:16][C:17]2[CH:22]=[CH:21][CH:20]=[CH:19][CH:18]=2)=[O:13])=[CH:4][C:5]2[C:10]([CH:11]=1)=[CH:9][CH:8]=[CH:7][CH:6]=2)=[O:51]. The catalyst class is: 3. (8) Reactant: N(C(N1CCCCC1)=O)=NC(N1CCCCC1)=O.[OH:19][C:20]1[CH:21]=[C:22]2[C:26](=[CH:27][CH:28]=1)[NH:25][C:24]([CH2:29][CH2:30][C:31]([O:33][CH3:34])=[O:32])=[CH:23]2.[CH2:35]([O:42][C:43]([NH:45][CH2:46][CH2:47][CH2:48]O)=[O:44])[C:36]1[CH:41]=[CH:40][CH:39]=[CH:38][CH:37]=1.C(P(CCCC)CCCC)CCC. Product: [CH2:35]([O:42][C:43]([NH:45][CH2:46][CH2:47][CH2:48][O:19][C:20]1[CH:21]=[C:22]2[C:26](=[CH:27][CH:28]=1)[NH:25][C:24]([CH2:29][CH2:30][C:31]([O:33][CH3:34])=[O:32])=[CH:23]2)=[O:44])[C:36]1[CH:41]=[CH:40][CH:39]=[CH:38][CH:37]=1. The catalyst class is: 7. (9) Reactant: [CH2:1]([NH:3][C:4]1[N:5]=[CH:6][C:7]2[C:16](=[O:17])[N:15]([CH2:18][CH:19]3[CH2:24][CH2:23][N:22](C4C=NC=NC=4)[CH2:21][CH2:20]3)[CH2:14][C@H:13]3[N:9]([CH2:10][CH2:11][CH2:12]3)[C:8]=2[N:31]=1)[CH3:2].C(N(CC)C(C)C)(C)C.[O:41]1[CH:45]=[CH:44][CH:43]=[C:42]1[C:46](Cl)=[O:47].O. Product: [CH2:1]([NH:3][C:4]1[N:5]=[CH:6][C:7]2[C:16](=[O:17])[N:15]([CH2:18][CH:19]3[CH2:20][CH2:21][N:22]([C:46]([C:42]4[O:41][CH:45]=[CH:44][CH:43]=4)=[O:47])[CH2:23][CH2:24]3)[CH2:14][C@H:13]3[N:9]([CH2:10][CH2:11][CH2:12]3)[C:8]=2[N:31]=1)[CH3:2]. The catalyst class is: 4.